This data is from Reaction yield outcomes from USPTO patents with 853,638 reactions. The task is: Predict the reaction yield, written as a fraction of the theoretical maximum amount of product (1.0 means a 100% yield; for example, 0.34 means a 34% yield). The reactants are [NH2:1][C:2]1[C:7]([CH2:8][OH:9])=[CH:6][CH:5]=[C:4]([CH3:10])[N:3]=1. The catalyst is [O-2].[O-2].[Mn+4].C(Cl)Cl. The product is [NH2:1][C:2]1[C:7]([CH:8]=[O:9])=[CH:6][CH:5]=[C:4]([CH3:10])[N:3]=1. The yield is 0.880.